Dataset: Catalyst prediction with 721,799 reactions and 888 catalyst types from USPTO. Task: Predict which catalyst facilitates the given reaction. (1) Reactant: OC[C@H](N[C:11]([C@@H:13]1[CH2:15][C@H:14]1[C:16]1[CH:21]=[CH:20][C:19]([O:22][CH3:23])=[CH:18][CH:17]=1)=[O:12])C1C=CC=CC=1.[O:24]1CCOCC1. Product: [CH3:23][O:22][C:19]1[CH:20]=[CH:21][C:16]([C@@H:14]2[CH2:15][C@H:13]2[C:11]([OH:12])=[O:24])=[CH:17][CH:18]=1. The catalyst class is: 65. (2) Reactant: [CH3:1][O:2][C:3]1[CH:21]=[CH:20][C:6]([C:7]([C:9]2[C:18](=[O:19])[C:17]3[C:12](=[CH:13][CH:14]=[CH:15][CH:16]=3)[NH:11][CH:10]=2)=[O:8])=[CH:5][C:4]=1[CH3:22].Br[CH2:24][C:25]1[N:30]=[C:29]([C:31]#[N:32])[CH:28]=[CH:27][CH:26]=1. Product: [CH3:1][O:2][C:3]1[CH:21]=[CH:20][C:6]([C:7]([C:9]2[C:18](=[O:19])[C:17]3[C:12](=[CH:13][CH:14]=[CH:15][CH:16]=3)[N:11]([CH2:24][C:25]3[N:30]=[C:29]([C:31]#[N:32])[CH:28]=[CH:27][CH:26]=3)[CH:10]=2)=[O:8])=[CH:5][C:4]=1[CH3:22]. The catalyst class is: 9. (3) Reactant: [CH3:1][O:2][C:3]([C:5]1[CH2:10][CH2:9][CH2:8][CH2:7][CH:6]=1)=[O:4].[F-].C([N+](CCCC)(CCCC)CCCC)CCC.[N+:29]([CH3:32])([O-:31])=[O:30]. Product: [CH3:1][O:2][C:3]([CH:5]1[CH2:10][CH2:9][CH2:8][CH2:7][CH:6]1[CH2:32][N+:29]([O-:31])=[O:30])=[O:4]. The catalyst class is: 305. (4) Reactant: [Cl:1][C:2]1[CH:7]=[CH:6][C:5]([S:8]([CH:11]([CH3:13])[CH3:12])(=[O:10])=[O:9])=[CH:4][CH:3]=1.[N+:14]([O-])([O-:16])=[O:15].[K+]. Product: [Cl:1][C:2]1[CH:7]=[CH:6][C:5]([S:8]([CH:11]([CH3:13])[CH3:12])(=[O:10])=[O:9])=[CH:4][C:3]=1[N+:14]([O-:16])=[O:15]. The catalyst class is: 65. (5) Reactant: [CH3:1][C:2]1([CH3:18])[O:6][C@H:5]([C@@H:7]2[C@@H:11]3[O:12][C:13]([CH3:16])([CH3:15])[O:14][C@@H:10]3[CH:9]([OH:17])[O:8]2)[CH2:4][O:3]1.[C-]#N.[Na+].[Cl-].[Na+].S(=O)(=O)(O)O.C[CH2:30][O:31]C(C)=O. Product: [CH3:18][C:2]1([CH3:1])[O:6][C@H:5]([C@@H:7]2[C@@H:11]3[O:12][C:13]([CH3:15])([CH3:16])[O:14][C@@H:10]3[C@H:30]([OH:31])[C:9](=[O:17])[O:8]2)[CH2:4][O:3]1.[CH3:18][C:2]1([CH3:1])[O:6][C@H:5]([C@@H:7]2[C@@H:11]3[O:12][C:13]([CH3:15])([CH3:16])[O:14][C@@H:10]3[C@@H:30]([OH:31])[C:9](=[O:17])[O:8]2)[CH2:4][O:3]1. The catalyst class is: 6. (6) Reactant: [F:1][C:2]1[CH:11]=[CH:10][C:9]([CH:12]=O)=[C:8]2[C:3]=1[C:4](=[O:15])[CH:5]=[C:6]([CH3:14])[O:7]2.[C:16]([CH:18]=[C:19]([O-])[CH3:20])#[N:17].[Na+].[NH2:23][C:24](=[CH:26][C:27](=[O:33])[CH2:28][CH2:29][CH:30]([CH3:32])[CH3:31])[CH3:25].C(O)(=O)C. Product: [F:1][C:2]1[CH:11]=[CH:10][C:9]([CH:12]2[C:26]([C:27](=[O:33])[CH2:28][CH2:29][CH:30]([CH3:31])[CH3:32])=[C:24]([CH3:25])[NH:23][C:19]([CH3:20])=[C:18]2[C:16]#[N:17])=[C:8]2[C:3]=1[C:4](=[O:15])[CH:5]=[C:6]([CH3:14])[O:7]2. The catalyst class is: 41. (7) Reactant: [CH2:1]([O:8][N:9]1[C:15](=[O:16])[N:14]2[CH2:17][C@H:10]1[CH2:11][CH2:12][C@H:13]2[C:18]([OH:20])=O)[C:2]1[CH:7]=[CH:6][CH:5]=[CH:4][CH:3]=1.Cl.C(N=C=NCCCN(C)C)C.ON1C2C=CC=CC=2N=N1.Cl.[CH3:44][O:45][NH2:46]. Product: [CH2:1]([O:8][N:9]1[C:15](=[O:16])[N:14]2[CH2:17][C@H:10]1[CH2:11][CH2:12][C@H:13]2[C:18]([NH:46][O:45][CH3:44])=[O:20])[C:2]1[CH:3]=[CH:4][CH:5]=[CH:6][CH:7]=1. The catalyst class is: 571. (8) Reactant: [OH-].[K+].[Cl:3][C:4]1[CH:9]=[CH:8][C:7]([C:10]2[C:15]([C:16]([O:18]C)=[O:17])=[CH:14][CH:13]=[CH:12][N:11]=2)=[CH:6][C:5]=1[C:20]([NH:22][CH2:23][C:24]12[CH2:33][CH:28]3[CH2:29][CH:30]([CH2:32][CH:26]([CH2:27]3)[CH2:25]1)[CH2:31]2)=[O:21]. Product: [Cl:3][C:4]1[CH:9]=[CH:8][C:7]([C:10]2[C:15]([C:16]([OH:18])=[O:17])=[CH:14][CH:13]=[CH:12][N:11]=2)=[CH:6][C:5]=1[C:20]([NH:22][CH2:23][C:24]12[CH2:31][CH:30]3[CH2:29][CH:28]([CH2:27][CH:26]([CH2:32]3)[CH2:25]1)[CH2:33]2)=[O:21]. The catalyst class is: 5.